From a dataset of NCI-60 drug combinations with 297,098 pairs across 59 cell lines. Regression. Given two drug SMILES strings and cell line genomic features, predict the synergy score measuring deviation from expected non-interaction effect. (1) Drug 1: CC12CCC(CC1=CCC3C2CCC4(C3CC=C4C5=CN=CC=C5)C)O. Drug 2: CC1=C2C(C(=O)C3(C(CC4C(C3C(C(C2(C)C)(CC1OC(=O)C(C(C5=CC=CC=C5)NC(=O)C6=CC=CC=C6)O)O)OC(=O)C7=CC=CC=C7)(CO4)OC(=O)C)O)C)OC(=O)C. Cell line: SNB-75. Synergy scores: CSS=32.6, Synergy_ZIP=2.92, Synergy_Bliss=9.51, Synergy_Loewe=-3.52, Synergy_HSA=8.41. (2) Drug 1: C1CCC(C1)C(CC#N)N2C=C(C=N2)C3=C4C=CNC4=NC=N3. Drug 2: CC1CCC2CC(C(=CC=CC=CC(CC(C(=O)C(C(C(=CC(C(=O)CC(OC(=O)C3CCCCN3C(=O)C(=O)C1(O2)O)C(C)CC4CCC(C(C4)OC)O)C)C)O)OC)C)C)C)OC. Cell line: U251. Synergy scores: CSS=25.6, Synergy_ZIP=0.426, Synergy_Bliss=0.535, Synergy_Loewe=-24.0, Synergy_HSA=1.18.